This data is from Catalyst prediction with 721,799 reactions and 888 catalyst types from USPTO. The task is: Predict which catalyst facilitates the given reaction. (1) Reactant: [F:1][C:2]1[CH:7]=[CH:6][C:5]([O:8][C:9](=[O:33])[N:10]([C@@H:13]2[C@@H:17]([C:18]3[CH:23]=[CH:22][C:21]([Cl:24])=[CH:20][CH:19]=3)[CH2:16][N:15]([C:25]([CH:27]3[CH2:32][CH2:31][NH:30][CH2:29][CH2:28]3)=[O:26])[CH2:14]2)[CH2:11][CH3:12])=[CH:4][CH:3]=1.Cl[C:35]1[N:40]=[CH:39][C:38]([C:41]#[N:42])=[CH:37][N:36]=1.CCN(C(C)C)C(C)C. Product: [F:1][C:2]1[CH:7]=[CH:6][C:5]([O:8][C:9](=[O:33])[N:10]([C@@H:13]2[C@@H:17]([C:18]3[CH:23]=[CH:22][C:21]([Cl:24])=[CH:20][CH:19]=3)[CH2:16][N:15]([C:25]([CH:27]3[CH2:32][CH2:31][N:30]([C:35]4[N:40]=[CH:39][C:38]([C:41]#[N:42])=[CH:37][N:36]=4)[CH2:29][CH2:28]3)=[O:26])[CH2:14]2)[CH2:11][CH3:12])=[CH:4][CH:3]=1. The catalyst class is: 3. (2) Reactant: Br[CH2:2][C:3]1[CH:8]=[CH:7][CH:6]=[CH:5][C:4]=1[N:9]1[C:13](=[O:14])[N:12]([CH3:15])[N:11]=[N:10]1.[Cl:16][C:17]1[CH:22]=[C:21]([C:23]2[C:27]([CH3:28])=[C:26]([O:29][CH3:30])[N:25]([CH3:31])[N:24]=2)[CH:20]=[CH:19][C:18]=1[OH:32].C(=O)([O-])[O-].[K+].[K+]. Product: [Cl:16][C:17]1[CH:22]=[C:21]([C:23]2[C:27]([CH3:28])=[C:26]([O:29][CH3:30])[N:25]([CH3:31])[N:24]=2)[CH:20]=[CH:19][C:18]=1[O:32][CH2:2][C:3]1[CH:8]=[CH:7][CH:6]=[CH:5][C:4]=1[N:9]1[C:13](=[O:14])[N:12]([CH3:15])[N:11]=[N:10]1. The catalyst class is: 10. (3) Reactant: [NH2:1][C:2]1[CH:7]=[C:6]([OH:8])[CH:5]=[CH:4][C:3]=1[S:9]([NH:12][C:13]1[CH:14]=[CH:15][C:16]2[CH2:20][O:19][B:18]([OH:21])[C:17]=2[CH:22]=1)(=[O:11])=[O:10].[O:23]([CH2:30][C:31](Cl)=[O:32])[C:24]1[CH:29]=[CH:28][CH:27]=[CH:26][CH:25]=1. Product: [OH:8][C:6]1[CH:5]=[CH:4][C:3]([S:9](=[O:10])(=[O:11])[NH:12][C:13]2[CH:14]=[CH:15][C:16]3[CH2:20][O:19][B:18]([OH:21])[C:17]=3[CH:22]=2)=[C:2]([NH:1][C:31](=[O:32])[CH2:30][O:23][C:24]2[CH:29]=[CH:28][CH:27]=[CH:26][CH:25]=2)[CH:7]=1. The catalyst class is: 9. (4) Reactant: [NH2:1][C:2]1[NH:6][N:5]=[C:4]([NH:7][C:8]2[CH:13]=[C:12]([C:14]([F:17])([F:16])[F:15])[C:11]([C:18]3[CH:23]=[CH:22][C:21]([O:24][CH:25]4[CH2:30][CH2:29][N:28](C(OC(C)(C)C)=O)[CH2:27][CH2:26]4)=[CH:20][CH:19]=3)=[C:10]([Cl:38])[CH:9]=2)[N:3]=1.Cl. Product: [ClH:38].[Cl:38][C:10]1[C:11]([C:18]2[CH:19]=[CH:20][C:21]([O:24][CH:25]3[CH2:30][CH2:29][NH:28][CH2:27][CH2:26]3)=[CH:22][CH:23]=2)=[C:12]([C:14]([F:16])([F:15])[F:17])[CH:13]=[C:8]([NH:7][C:4]2[N:3]=[C:2]([NH2:1])[NH:6][N:5]=2)[CH:9]=1. The catalyst class is: 4. (5) Reactant: [C:1]1([C:33]2[CH:38]=[CH:37][CH:36]=[CH:35][CH:34]=2)[CH:6]=[CH:5][C:4]([C:7]2[N:12]=[C:11]3[CH:13]=[C:14]([C:24](=[O:31])[CH2:25][CH2:26][C:27]([O:29]C)=[O:28])[N:15]([CH2:16][O:17][CH2:18][CH2:19][Si:20]([CH3:23])([CH3:22])[CH3:21])[C:10]3=[CH:9][C:8]=2[Cl:32])=[CH:3][CH:2]=1.O[Li].O.Cl. Product: [C:1]1([C:33]2[CH:34]=[CH:35][CH:36]=[CH:37][CH:38]=2)[CH:2]=[CH:3][C:4]([C:7]2[N:12]=[C:11]3[CH:13]=[C:14]([C:24](=[O:31])[CH2:25][CH2:26][C:27]([OH:29])=[O:28])[N:15]([CH2:16][O:17][CH2:18][CH2:19][Si:20]([CH3:22])([CH3:23])[CH3:21])[C:10]3=[CH:9][C:8]=2[Cl:32])=[CH:5][CH:6]=1. The catalyst class is: 24. (6) Reactant: [C:1]1([S:7]([C:10]2[C:19]3[C:14](=[C:15]([N:20]4[CH2:25][CH2:24][NH:23][CH2:22][CH2:21]4)[CH:16]=[CH:17][CH:18]=3)[N:13]=[CH:12][CH:11]=2)(=[O:9])=[O:8])[CH:6]=[CH:5][CH:4]=[CH:3][CH:2]=1.[ClH:26].CCOCC. Product: [ClH:26].[C:1]1([S:7]([C:10]2[C:19]3[C:14](=[C:15]([N:20]4[CH2:25][CH2:24][NH:23][CH2:22][CH2:21]4)[CH:16]=[CH:17][CH:18]=3)[N:13]=[CH:12][CH:11]=2)(=[O:8])=[O:9])[CH:2]=[CH:3][CH:4]=[CH:5][CH:6]=1. The catalyst class is: 2. (7) Reactant: [CH2:1]([P:3]([O-:9])[O:4][CH2:5][CH2:6][CH2:7][CH3:8])[CH3:2].[CH2:10]([NH2:13])[CH:11]=[CH2:12].CC(N=NC(C#N)(C)C)(C#N)C. Product: [CH2:1]([P:3]([CH2:12][CH2:11][CH2:10][NH2:13])(=[O:9])[O:4][CH2:5][CH2:6][CH2:7][CH3:8])[CH3:2]. The catalyst class is: 51. (8) Reactant: [N:1]([CH2:4][C@H:5]([OH:13])[CH2:6][N:7]1[CH2:12][CH2:11][CH2:10][CH2:9][CH2:8]1)=[N+]=[N-]. Product: [NH2:1][CH2:4][C@H:5]([OH:13])[CH2:6][N:7]1[CH2:8][CH2:9][CH2:10][CH2:11][CH2:12]1. The catalyst class is: 29. (9) Reactant: Cl[C:2]1[N:7]=[N:6][C:5]([C:8]2[CH:13]=[CH:12][CH:11]=[CH:10][CH:9]=2)=[C:4]([C:14]2[CH:19]=[CH:18][C:17]([C:20]([F:23])([F:22])[F:21])=[CH:16][CH:15]=2)[CH:3]=1.[OH:24][C:25]1[CH:34]=[C:33]2[C:28]([CH:29]=[CH:30][CH:31]=[N:32]2)=[CH:27][CH:26]=1.[H-].[Na+]. Product: [C:8]1([C:5]2[N:6]=[N:7][C:2]([O:24][C:25]3[CH:34]=[C:33]4[C:28]([CH:29]=[CH:30][CH:31]=[N:32]4)=[CH:27][CH:26]=3)=[CH:3][C:4]=2[C:14]2[CH:19]=[CH:18][C:17]([C:20]([F:23])([F:22])[F:21])=[CH:16][CH:15]=2)[CH:13]=[CH:12][CH:11]=[CH:10][CH:9]=1. The catalyst class is: 3.